From a dataset of Full USPTO retrosynthesis dataset with 1.9M reactions from patents (1976-2016). Predict the reactants needed to synthesize the given product. Given the product [OH:1][C:2]1[CH:20]=[C:19]2[C:5]([C@@H:6]3[C@@:16]([CH3:21])([CH2:17][CH2:18]2)[CH2:15][CH2:14][C@:8]2([CH2:13][CH2:12][CH2:11][CH2:10][O:9]2)[CH2:7]3)=[CH:4][CH:3]=1, predict the reactants needed to synthesize it. The reactants are: [OH:1][C:2]1[CH:20]=[C:19]2[C:5]([C@@H:6]3[C@@:16]([CH3:21])([CH2:17][CH2:18]2)[CH2:15][CH2:14][C@@:8]2([CH2:13][CH2:12][CH2:11][CH2:10][O:9]2)[CH2:7]3)=[CH:4][CH:3]=1.O[C@@]1(CCCCOS(C2C=CC(C)=CC=2)(=O)=O)C[C@H]2[C@@](C)(CCC3C2=CC=C(O)C=3)CC1.